From a dataset of Reaction yield outcomes from USPTO patents with 853,638 reactions. Predict the reaction yield, written as a fraction of the theoretical maximum amount of product (1.0 means a 100% yield; for example, 0.34 means a 34% yield). (1) The reactants are [CH3:1][C:2]1[O:6][N:5]=[C:4]([C:7]2[CH:12]=[CH:11][CH:10]=[CH:9][C:8]=2[C:13]([F:16])([F:15])[F:14])[C:3]=1[C:17]([OH:19])=O.Cl.C(N=C=NCCCN(C)C)C.[CH3:32][O:33][C:34]1[CH:35]=[C:36]([N:40]2[CH2:45][CH2:44][NH:43][CH2:42][CH2:41]2)[CH:37]=[CH:38][CH:39]=1. The catalyst is ClCCl. The product is [CH3:32][O:33][C:34]1[CH:35]=[C:36]([N:40]2[CH2:45][CH2:44][N:43]([C:17]([C:3]3[C:4]([C:7]4[CH:12]=[CH:11][CH:10]=[CH:9][C:8]=4[C:13]([F:14])([F:15])[F:16])=[N:5][O:6][C:2]=3[CH3:1])=[O:19])[CH2:42][CH2:41]2)[CH:37]=[CH:38][CH:39]=1. The yield is 0.730. (2) The reactants are Cl[CH2:2][CH2:3][CH2:4][C:5]([NH:7][C:8]1[CH:13]=[CH:12][C:11]([NH:14][CH2:15][C:16]([OH:19])([CH3:18])[CH3:17])=[C:10]([N+:20]([O-:22])=[O:21])[CH:9]=1)=[O:6].C[O-].[Na+]. The catalyst is CO.ClCCl.O. The product is [OH:19][C:16]([CH3:18])([CH3:17])[CH2:15][NH:14][C:11]1[CH:12]=[CH:13][C:8]([N:7]2[CH2:2][CH2:3][CH2:4][C:5]2=[O:6])=[CH:9][C:10]=1[N+:20]([O-:22])=[O:21]. The yield is 0.610. (3) The reactants are [H-].C([Al+]CC(C)C)C(C)C.[C:11]1([CH:17]([N:23]2[CH:27]=[C:26]([C:28]3[C:29]4[CH:36]=[CH:35][N:34]([CH2:37][O:38][CH2:39][CH2:40][Si:41]([CH3:44])([CH3:43])[CH3:42])[C:30]=4[N:31]=[CH:32][N:33]=3)[CH:25]=[N:24]2)[CH2:18][C:19](OC)=[O:20])[CH:16]=[CH:15][CH:14]=[CH:13][CH:12]=1.C(Cl)Cl. The catalyst is CCCCCC. The product is [C:11]1([CH:17]([N:23]2[CH:27]=[C:26]([C:28]3[C:29]4[CH:36]=[CH:35][N:34]([CH2:37][O:38][CH2:39][CH2:40][Si:41]([CH3:42])([CH3:44])[CH3:43])[C:30]=4[N:31]=[CH:32][N:33]=3)[CH:25]=[N:24]2)[CH2:18][CH2:19][OH:20])[CH:16]=[CH:15][CH:14]=[CH:13][CH:12]=1. The yield is 0.920. (4) The reactants are P(Cl)(Cl)(Cl)(Cl)[Cl:2].N1C=CC=CC=1.[C:13]([CH:15]1[CH2:20][CH:19]2[CH2:21][CH2:22][CH:16]1[CH:17]=[CH:18]2)#[N:14]. The catalyst is C(Cl)(Cl)Cl. The product is [Cl:2][C:15]1([C:13]#[N:14])[CH2:20][CH:19]2[CH2:21][CH2:22][CH:16]1[CH:17]=[CH:18]2. The yield is 0.800. (5) The reactants are [CH3:1][O:2][C:3]([C:5]1[C:13]([NH:14][C:15]2[CH:20]=[CH:19][C:18]([Br:21])=[CH:17][C:16]=2[Cl:22])=[C:12]([F:23])[C:8]2[N:9]=[CH:10][NH:11][C:7]=2[CH:6]=1)=[O:4].C([O-])([O-])=O.[K+].[K+].[C:30]([O:34][C:35]([CH3:38])([CH3:37])[CH3:36])(=[O:33])[CH:31]=[CH2:32]. The catalyst is CN(C=O)C.C(OCC)(=O)C. The product is [CH3:1][O:2][C:3]([C:5]1[C:13]([NH:14][C:15]2[CH:20]=[CH:19][C:18]([Br:21])=[CH:17][C:16]=2[Cl:22])=[C:12]([F:23])[C:8]2[N:9]=[CH:10][N:11]([CH2:32][CH2:31][C:30]([O:34][C:35]([CH3:38])([CH3:37])[CH3:36])=[O:33])[C:7]=2[CH:6]=1)=[O:4]. The yield is 0.620. (6) The reactants are [NH2:1][C:2]1([C:6]2[CH:11]=[CH:10][C:9]([C:12]3[O:20][C:19]4[CH:18]=[CH:17][NH:16][C:15](=[O:21])[C:14]=4[C:13]=3[C:22]3[CH:27]=[CH:26][CH:25]=[CH:24][CH:23]=3)=[CH:8][CH:7]=2)[CH2:5][CH2:4][CH2:3]1.[C:28](O[C:28]([O:30][C:31]([CH3:34])([CH3:33])[CH3:32])=[O:29])([O:30][C:31]([CH3:34])([CH3:33])[CH3:32])=[O:29]. The catalyst is C1COCC1.CN(C1C=CN=CC=1)C. The product is [O:21]=[C:15]1[C:14]2[C:13]([C:22]3[CH:27]=[CH:26][CH:25]=[CH:24][CH:23]=3)=[C:12]([C:9]3[CH:8]=[CH:7][C:6]([C:2]4([NH:1][C:28](=[O:29])[O:30][C:31]([CH3:34])([CH3:33])[CH3:32])[CH2:3][CH2:4][CH2:5]4)=[CH:11][CH:10]=3)[O:20][C:19]=2[CH:18]=[CH:17][NH:16]1. The yield is 0.500.